This data is from Forward reaction prediction with 1.9M reactions from USPTO patents (1976-2016). The task is: Predict the product of the given reaction. (1) Given the reactants [CH3:1][N:2]1[C:7](=[S:8])[CH:6]=[C:5]([N:9]2[CH2:14][CH2:13][O:12][CH2:11][CH2:10]2)[N:4]=[C:3]1[CH2:15][C:16]([O-:18])=O.[Na+].Cl.CN(C)CCCN=C=NCC.[CH3:32][C@@H:33]1[CH2:41][C:40]2[C:35](=[CH:36][CH:37]=[CH:38][CH:39]=2)[NH:34]1, predict the reaction product. The product is: [CH3:32][C@@H:33]1[CH2:41][C:40]2[C:35](=[CH:36][CH:37]=[CH:38][CH:39]=2)[N:34]1[C:16](=[O:18])[CH2:15][C:3]1[N:2]([CH3:1])[C:7](=[S:8])[CH:6]=[C:5]([N:9]2[CH2:10][CH2:11][O:12][CH2:13][CH2:14]2)[N:4]=1. (2) Given the reactants [O:1]([C:8]1[CH:9]=[C:10]([CH:12]=[CH:13][CH:14]=1)[NH2:11])[C:2]1[CH:7]=[CH:6][CH:5]=[CH:4][CH:3]=1.[N:15]([C:18]1[CH:23]=[CH:22][C:21]([C:24]([F:27])([F:26])[F:25])=[CH:20][CH:19]=1)=[C:16]=[O:17], predict the reaction product. The product is: [O:1]([C:8]1[CH:9]=[C:10]([NH:11][C:16]([NH:15][C:18]2[CH:19]=[CH:20][C:21]([C:24]([F:25])([F:26])[F:27])=[CH:22][CH:23]=2)=[O:17])[CH:12]=[CH:13][CH:14]=1)[C:2]1[CH:3]=[CH:4][CH:5]=[CH:6][CH:7]=1. (3) Given the reactants F[C:2]1[N:9]=[CH:8][CH:7]=[C:6]([I:10])[C:3]=1[C:4]#[N:5].O.[NH2:12][NH2:13], predict the reaction product. The product is: [NH:12]([C:2]1[N:9]=[CH:8][CH:7]=[C:6]([I:10])[C:3]=1[C:4]#[N:5])[NH2:13]. (4) Given the reactants [OH:1][C:2]1[CH:3]=[CH:4][C:5]([N+:12]([O-])=O)=[C:6]2[C:11]=1[N:10]=[CH:9][CH:8]=[CH:7]2.NC1C=CC(O)=CC=1F, predict the reaction product. The product is: [NH2:12][C:5]1[CH:4]=[CH:3][C:2]([OH:1])=[C:11]2[C:6]=1[CH:7]=[CH:8][CH:9]=[N:10]2.